From a dataset of Full USPTO retrosynthesis dataset with 1.9M reactions from patents (1976-2016). Predict the reactants needed to synthesize the given product. (1) Given the product [C:15]([N:11]1[C:12]2[C:8](=[CH:7][C:6]([C:4]([O:3][CH2:1][CH3:2])=[O:5])=[CH:14][CH:13]=2)[CH:9]=[N:10]1)(=[O:17])[CH3:16], predict the reactants needed to synthesize it. The reactants are: [CH2:1]([O:3][C:4]([C:6]1[CH:7]=[C:8]2[C:12](=[CH:13][CH:14]=1)[NH:11][N:10]=[CH:9]2)=[O:5])[CH3:2].[C:15]([O-])(=[O:17])[CH3:16].[K+].C(OC(=O)C)(=O)C.C1OCCOCCOCCOCCOCCOC1.CCCCCON=O. (2) Given the product [Br:10][C:3]1[C:4]([F:9])=[CH:5][C:6]([F:8])=[CH:7][C:2]=1[CH2:15][CH2:14][C:13]([O:12][CH3:11])=[O:16], predict the reactants needed to synthesize it. The reactants are: Br[C:2]1[CH:7]=[C:6]([F:8])[CH:5]=[C:4]([F:9])[C:3]=1[Br:10].[CH3:11][O:12][CH:13]([O:16]C)[CH:14]=[CH2:15].C(N(CC)CC)C.